This data is from Reaction yield outcomes from USPTO patents with 853,638 reactions. The task is: Predict the reaction yield, written as a fraction of the theoretical maximum amount of product (1.0 means a 100% yield; for example, 0.34 means a 34% yield). (1) The reactants are [CH2:1]([N:8]1[CH:12]=[C:11](B2OC(C)(C)C(C)(C)O2)[CH:10]=[N:9]1)[C:2]1[CH:7]=[CH:6][CH:5]=[CH:4][CH:3]=1.[OH-:22].[Na+].OO.O.Cl. The catalyst is C1COCC1. The product is [CH2:1]([N:8]1[CH:12]=[C:11]([OH:22])[CH:10]=[N:9]1)[C:2]1[CH:7]=[CH:6][CH:5]=[CH:4][CH:3]=1. The yield is 1.00. (2) The reactants are [O:1]1[CH:5]=[CH:4][CH:3]=[C:2]1[C:6]1[CH:11]=[C:10]([CH3:12])[CH:9]=[C:8]([CH3:13])[C:7]=1[OH:14].Br[CH2:16][C:17]([O:19][CH3:20])=[O:18].C(=O)([O-])[O-].[Cs+].[Cs+].O. The catalyst is C(#N)C. The product is [O:1]1[CH:5]=[CH:4][CH:3]=[C:2]1[C:6]1[CH:11]=[C:10]([CH3:12])[CH:9]=[C:8]([CH3:13])[C:7]=1[O:14][CH2:16][C:17]([O:19][CH3:20])=[O:18]. The yield is 1.00. (3) The reactants are I[C:2]1[CH:7]=[CH:6][CH:5]=[CH:4][C:3]=1[N+:8]([O-])=O.[NH:11]1[CH2:16][CH2:15][CH2:14][CH2:13][C:12]1=O. No catalyst specified. The product is [CH2:16]1[N:11]2[C:2]3[CH:7]=[CH:6][CH:5]=[CH:4][C:3]=3[N:8]=[C:12]2[CH2:13][CH2:14][CH2:15]1. The yield is 0.750. (4) The reactants are [OH:1][C:2]1[CH:10]=[CH:9][C:8]2[N:7]3[C@H:11]([CH3:16])[CH2:12][NH:13][C:14](=[O:15])[C:6]3=[CH:5][C:4]=2[CH:3]=1.[CH:17]([N:20]1[CH2:25][CH2:24][CH:23](O)[CH2:22][CH2:21]1)([CH3:19])[CH3:18].C(P(CCCC)CCCC)CCC.N(C(N1CCCCC1)=O)=NC(N1CCCCC1)=O. No catalyst specified. The product is [CH:17]([N:20]1[CH2:25][CH2:24][CH:23]([O:1][C:2]2[CH:10]=[CH:9][C:8]3[N:7]4[C@H:11]([CH3:16])[CH2:12][NH:13][C:14](=[O:15])[C:6]4=[CH:5][C:4]=3[CH:3]=2)[CH2:22][CH2:21]1)([CH3:19])[CH3:18]. The yield is 0.220. (5) The reactants are [NH2:1][C:2]1[N:7]=[CH:6][N:5]=[C:4]2[N:8]([CH2:25][C@H:26]3[CH2:30][CH2:29][CH2:28][N:27]3[C:31](=[O:35])[CH2:32][C:33]#[N:34])[N:9]=[C:10]([C:11]3[CH:16]=[CH:15][C:14]([O:17][C:18]4[CH:23]=[CH:22][CH:21]=[CH:20][C:19]=4[F:24])=[CH:13][CH:12]=3)[C:3]=12.N1[CH2:41][CH2:40][CH2:39][CH2:38]C1.C1(C=O)CC1. The catalyst is CO. The product is [NH2:1][C:2]1[N:7]=[CH:6][N:5]=[C:4]2[N:8]([CH2:25][C@H:26]3[CH2:30][CH2:29][CH2:28][N:27]3[C:31]([C:32](=[CH:38][CH:39]3[CH2:41][CH2:40]3)[C:33]#[N:34])=[O:35])[N:9]=[C:10]([C:11]3[CH:16]=[CH:15][C:14]([O:17][C:18]4[CH:23]=[CH:22][CH:21]=[CH:20][C:19]=4[F:24])=[CH:13][CH:12]=3)[C:3]=12. The yield is 0.320. (6) The reactants are [CH3:1][O:2][C:3](=[O:22])[CH2:4][CH:5]([NH2:21])[C:6]1[CH:11]=[CH:10][C:9]([O:12][CH:13]([F:15])[F:14])=[C:8]([O:16][CH2:17][CH:18]2[CH2:20][CH2:19]2)[CH:7]=1.C(N(CC)CC)C.C([O:32][C:33](=O)[C:34]1[C:39]([N+:40]([O-:42])=[O:41])=[CH:38][CH:37]=[CH:36][C:35]=1[CH2:43]Br)C. The catalyst is CN(C=O)C. The product is [CH3:1][O:2][C:3](=[O:22])[CH2:4][CH:5]([C:6]1[CH:11]=[CH:10][C:9]([O:12][CH:13]([F:14])[F:15])=[C:8]([O:16][CH2:17][CH:18]2[CH2:19][CH2:20]2)[CH:7]=1)[N:21]1[CH2:43][C:35]2[C:34](=[C:39]([N+:40]([O-:42])=[O:41])[CH:38]=[CH:37][CH:36]=2)[C:33]1=[O:32]. The yield is 0.750.